Predict which catalyst facilitates the given reaction. From a dataset of Catalyst prediction with 721,799 reactions and 888 catalyst types from USPTO. (1) Reactant: [C:1]([O:5][C:6]([N:8]1[CH2:13][CH:12]=[C:11]([C:14]2[CH:15]=[C:16]3[C:25](=[CH:26][CH:27]=2)[O:24][CH2:23][C:22]2[N:17]3[CH:18]([CH3:29])[C:19](=[O:28])[NH:20][N:21]=2)[CH2:10][CH2:9]1)=[O:7])([CH3:4])([CH3:3])[CH3:2]. Product: [C:1]([O:5][C:6]([N:8]1[CH2:13][CH2:12][CH:11]([C:14]2[CH:15]=[C:16]3[C:25](=[CH:26][CH:27]=2)[O:24][CH2:23][C:22]2[N:17]3[CH:18]([CH3:29])[C:19](=[O:28])[NH:20][N:21]=2)[CH2:10][CH2:9]1)=[O:7])([CH3:4])([CH3:2])[CH3:3]. The catalyst class is: 19. (2) The catalyst class is: 5. Product: [F:1][C:2]([F:17])([F:18])[C:3]1[CH:4]=[C:5]([CH2:13][C:14]([O:16][CH3:24])=[O:15])[CH:6]=[C:7]([C:9]([F:11])([F:12])[F:10])[CH:8]=1. Reactant: [F:1][C:2]([F:18])([F:17])[C:3]1[CH:4]=[C:5]([CH2:13][C:14]([OH:16])=[O:15])[CH:6]=[C:7]([C:9]([F:12])([F:11])[F:10])[CH:8]=1.S(=O)(=O)(O)O.[C:24](=O)([O-])O.[Na+].